This data is from Experimentally validated miRNA-target interactions with 360,000+ pairs, plus equal number of negative samples. The task is: Binary Classification. Given a miRNA mature sequence and a target amino acid sequence, predict their likelihood of interaction. (1) The miRNA is hsa-miR-376a-3p with sequence AUCAUAGAGGAAAAUCCACGU. The protein sequence of the target gene is MSLQFSNGSRHVCLRSGAGSVRPLNGGAGFAGSSACGGSVAGSEFSCALGGGLGSVPGGSHAGGALGNAACIGFAGSEGGLLSGNEKVTMQNLNDRLASYLDNVRALEEANAELERKIKGWYEKYGPGSCRGLDHDYSRYHLTIEDLKNKIISSTTTNANVILQIDNARLAADDFRLKYENELTLHQNVEADINGLRRVLDELTLCRTDQELQYESLSEEMTYLKKNHEEEMKALQCAAGGNVNVEMNAAPGVDLAVLLNNMRAEYEALAEQNRKDAEAWFNEKSASLQQQISHDSGAAT.... Result: 0 (no interaction). (2) The miRNA is mmu-miR-703 with sequence AAAACCUUCAGAAGGAAAGAA. The protein sequence of the target gene is MAVRWTWAGKSCLLLALLTLAYILVEFSVSTLYASPGAGGARELGPRRLPDLDTREEDLSQPLYIKPPADSHALGEWGRASKLQLNEGELKQQEELIERYAINIYLSDRISLHRHIEDKRMYECKAKKFHYRSLPTTSVIIAFYNEAWSTLLRTIHSVLETSPAVLLKEIILVDDLSDRIYLKAQLETYISNLERVRLIRTNKREGLVRARLIGATFATGDVLTFLDCHCECNTGWLEPLLERISRDETAIVCPVIDTIDWNTFEFYMQTGEPMIGGFDWRLTFQWHSVPKHERDRRTSR.... Result: 0 (no interaction). (3) The miRNA is bta-miR-145 with sequence GUCCAGUUUUCCCAGGAAUCCCU. The protein sequence of the target gene is MESERDMYRQFQDWCLRTYGDSGKTKTVTRKKYERIVQLLNGSESSSTDNAKFKFWVKSKGFQLGQPDEVRGGGGGAKQVLFVRVKTTDGVGVDEKLSLRRVAVVEDFFDIIYSMHVETGPNGEQIRKHAGQKRTYKAISESYAFLPREAVTRFLMSCSECQKRMHLNPDGTDHKDNGKPPTLVTSMIDYNMPITMAYMKHMKLQLLNSQQDEDESSIESDEFDMSDSTRMSAVNSDLSSNLEERMQSPQTVHGQQDDDSAAESSNGNETLGHSSAASGGAHGREPEDSSSDGKTGLEQE.... Result: 0 (no interaction). (4) The protein sequence of the target gene is MKFVYKEEHPFEKRRSEGEKIRKKYPDRVPVIVEKAPKARIGDLDKKKYLVPSDLTVGQFYFLIRKRIHLRAEDALFFFVNNVIPPTSATMGQLYQEHHEEDFFLYIAYSDESVYGL. The miRNA is hsa-miR-4647 with sequence GAAGAUGGUGCUGUGCUGAGGAA. Result: 0 (no interaction). (5) The miRNA is hsa-miR-6780b-5p with sequence UGGGGAAGGCUUGGCAGGGAAGA. The protein sequence of the target gene is MDSSRARQQLRRRFLLLPDAEAQLDREGDAGPETSTAVEKKEKPLPRLNIHSGFWILASIVVTYYVDFFKTLKENFHTSSWFLCGSALLLVSLSIAFYCIVYLEWYCGIGEYDVKYPALIPITTASFIAAGICFNIALWHVWSFFTPLLLFTQFMGVVMFITLLG. Result: 0 (no interaction). (6) The miRNA is hsa-miR-139-3p with sequence UGGAGACGCGGCCCUGUUGGAGU. The protein sequence of the target gene is MDVFSFVKIPKLSSHRTKSSGWPPPSGTWGLNQVPPYGWEMMTNRDGRDYFINHMTQAIPFDDPRFDSCQIIPPAPRKVEMRRDPVLGFGFVAGSEKPVVVRSVTPGGPSEGKLIPGDQIVMINDEAVSAAPRERVIDLVRSCKESILLTVIQPYPSPKSAFISAAKKARLKSNPVKVRFSEEVIINGQVSETVKDNSLLFMPNVLKVYLENGQTKSFRFDCSTSIKDVILTLQEKLSIKGIEHFSLMLEQRIEGAGTKLLLLHEQETLTQVTQRPSSHKMRCLFRISFVPKDPIDLLRR.... Result: 0 (no interaction). (7) The miRNA is hsa-miR-410-5p with sequence AGGUUGUCUGUGAUGAGUUCG. The protein sequence of the target gene is MATRSSRRESRLPFLFTLVALLPPGALCEVWTQRLHGGSAPLPQDRGFLVVQGDPRELRLWARGDARGASRADEKPLRRKRSAALQPEPIKVYGQVSLNDSHNQMVVHWAGEKSNVIVALARDSLALARPKSSDVYVSYDYGKSFKKISDKLNFGLGNRSEAVIAQFYHSPADNKRYIFADAYAQYLWITFDFCNTLQGFSIPFRAADLLLHSKASNLLLGFDRSHPNKQLWKSDDFGQTWIMIQEHVKSFSWGIDPYDKPNTIYIERHEPSGYSTVFRSTDFFQSRENQEVILEEVRDF.... Result: 0 (no interaction). (8) The protein sequence of the target gene is MEADITNLRNKLKECEDERLKAAHYGLQLLERQTELQSQLDKCHEEMMITAEKYNQEKHALQREVELKSRMLDSLSCECEALKQQQKAQLEQLEVQLHRSHRQEVSDLKNKLENLKVELDEARLGEKQLKQKLDLQGELLAHKSEELRLLSEQRVLSSMSSELLALETELTAAEGVKNALKEEVNELQYKQEQLECLNTSLLHQVDRLKEEKEEREREAVSYYNALEKARVENQDLQVQLGHALQQAADPNSKGNSLFAEVEDRRVAMERQLNLMKDKYQSLKKQNAFTRDQMNKMKLQI.... The miRNA is cel-miR-791-3p with sequence UUUGGCACUCCGCAGAUAAGGCAA. Result: 0 (no interaction). (9) The miRNA is hsa-let-7a-3p with sequence CUAUACAAUCUACUGUCUUUC. The protein sequence of the target gene is MIHSLFLINSSGDIFLEKHWKSVVSRSVCDYFFEAQERATEAENVPPVIPTPHHYLLSVYRHKIFFVAVIQTEVPPLFVIEFLHRVVDTFQDYFGVCSEPVIKDNVVVVYEVLEEMLDNGFPLATESNILKELIKPPTILRTVVNTITGSTNVGDQLPTGQLSVVPWRRTGVKYTNNEAYFDVIEEIDAIIDKSGSTITAEIQGVIDACVKLTGMPDLTLSFMNPRLLDDVSFHPCVRFKRWESERILSFIPPDGNFRLLSYHVSAQNLVAIPVYVKHNISFRDSSSLGRFEITVGPKQT.... Result: 0 (no interaction). (10) The miRNA is hsa-miR-1468-3p with sequence AGCAAAAUAAGCAAAUGGAAAA. The protein sequence of the target gene is MKPLLETLYLLGMLVPGGLGYDRSLAQHRQEIVDKSVSPWSLETYSYNIYHPMGEIYEWMREISEKYKEVVTQHFLGVTYETHPMYYLKISQPSGNPKKIIWMDCGIHAREWIAPAFCQWFVKEILQNHKDNSSIRKLLRNLDFYVLPVLNIDGYIYTWTTDRLWRKSRSPHNNGTCFGTDLNRNFNASWCSIGASRNCQDQTFCGTGPVSEPETKAVASFIESKKDDILCFLTMHSYGQLILTPYGYTKNKSSNHPEMIQVGQKAANALKAKYGTNYRVGSSADILYASSGSSRDWARD.... Result: 0 (no interaction).